Dataset: Full USPTO retrosynthesis dataset with 1.9M reactions from patents (1976-2016). Task: Predict the reactants needed to synthesize the given product. (1) Given the product [OH:33][C@H:34]([CH2:35][O:26][C@@H:24]([CH3:25])[CH2:23][O:22][Si:21]([CH:18]([CH3:20])[CH3:19])([CH:27]([CH3:29])[CH3:28])[CH:30]([CH3:32])[CH3:31])[C:36]([O:38][CH3:39])=[O:37], predict the reactants needed to synthesize it. The reactants are: FC(F)(F)S([O-])(=O)=O.[Mg+2].FC(F)(F)S([O-])(=O)=O.[CH:18]([Si:21]([CH:30]([CH3:32])[CH3:31])([CH:27]([CH3:29])[CH3:28])[O:22][CH2:23][C@@H:24]([OH:26])[CH3:25])([CH3:20])[CH3:19].[O:33]1[CH2:35][C@@H:34]1[C:36]([O:38][CH3:39])=[O:37]. (2) Given the product [CH2:16]([N:20]([CH2:21][CH2:22][CH2:23][CH3:24])[C:5]([CH3:7])([CH3:6])[C:3]([C:8]1[CH:13]=[CH:12][C:11]([S:14][CH3:15])=[CH:10][CH:9]=1)=[O:4])[CH2:17][CH2:18][CH3:19], predict the reactants needed to synthesize it. The reactants are: CO[C:3]1([C:8]2[CH:13]=[CH:12][C:11]([S:14][CH3:15])=[CH:10][CH:9]=2)[C:5]([CH3:7])([CH3:6])[O:4]1.[CH2:16]([NH:20][CH2:21][CH2:22][CH2:23][CH3:24])[CH2:17][CH2:18][CH3:19]. (3) Given the product [Cl:6][C:7]1[CH:8]=[C:9]([C@@H:14]2[CH2:23][CH2:22][C:21]([OH:24])([CH:2]([CH3:4])[CH3:3])[C:20]3[CH:19]=[C:18]([C:25]([NH2:27])=[O:26])[CH:17]=[CH:16][C:15]2=3)[CH:10]=[CH:11][C:12]=1[Cl:13], predict the reactants needed to synthesize it. The reactants are: Br[CH:2]([CH3:4])[CH3:3].[Mg].[Cl:6][C:7]1[CH:8]=[C:9]([C@@H:14]2[CH2:23][CH2:22][C:21](=[O:24])[C:20]3[CH:19]=[C:18]([C:25]([NH2:27])=[O:26])[CH:17]=[CH:16][C:15]2=3)[CH:10]=[CH:11][C:12]=1[Cl:13].